Dataset: NCI-60 drug combinations with 297,098 pairs across 59 cell lines. Task: Regression. Given two drug SMILES strings and cell line genomic features, predict the synergy score measuring deviation from expected non-interaction effect. (1) Drug 2: CC1=C(C=C(C=C1)C(=O)NC2=CC(=CC(=C2)C(F)(F)F)N3C=C(N=C3)C)NC4=NC=CC(=N4)C5=CN=CC=C5. Drug 1: CN(CC1=CN=C2C(=N1)C(=NC(=N2)N)N)C3=CC=C(C=C3)C(=O)NC(CCC(=O)O)C(=O)O. Synergy scores: CSS=14.5, Synergy_ZIP=-6.39, Synergy_Bliss=-1.33, Synergy_Loewe=-23.9, Synergy_HSA=-2.11. Cell line: COLO 205. (2) Drug 1: CS(=O)(=O)CCNCC1=CC=C(O1)C2=CC3=C(C=C2)N=CN=C3NC4=CC(=C(C=C4)OCC5=CC(=CC=C5)F)Cl. Drug 2: C1C(C(OC1N2C=NC3=C2NC=NCC3O)CO)O. Cell line: SK-MEL-28. Synergy scores: CSS=1.17, Synergy_ZIP=0.722, Synergy_Bliss=1.28, Synergy_Loewe=0.955, Synergy_HSA=-0.516. (3) Drug 1: CS(=O)(=O)C1=CC(=C(C=C1)C(=O)NC2=CC(=C(C=C2)Cl)C3=CC=CC=N3)Cl. Drug 2: CN(CC1=CN=C2C(=N1)C(=NC(=N2)N)N)C3=CC=C(C=C3)C(=O)NC(CCC(=O)O)C(=O)O. Cell line: SK-MEL-28. Synergy scores: CSS=-2.15, Synergy_ZIP=4.30, Synergy_Bliss=6.30, Synergy_Loewe=-6.45, Synergy_HSA=-1.40. (4) Drug 1: CC1=C(C=C(C=C1)C(=O)NC2=CC(=CC(=C2)C(F)(F)F)N3C=C(N=C3)C)NC4=NC=CC(=N4)C5=CN=CC=C5. Drug 2: C1=CC=C(C(=C1)C(C2=CC=C(C=C2)Cl)C(Cl)Cl)Cl. Cell line: IGROV1. Synergy scores: CSS=1.20, Synergy_ZIP=-0.682, Synergy_Bliss=0.291, Synergy_Loewe=-0.581, Synergy_HSA=0.282. (5) Synergy scores: CSS=5.03, Synergy_ZIP=-4.16, Synergy_Bliss=-3.42, Synergy_Loewe=-7.08, Synergy_HSA=-6.94. Cell line: SK-MEL-28. Drug 2: CC(C1=C(C=CC(=C1Cl)F)Cl)OC2=C(N=CC(=C2)C3=CN(N=C3)C4CCNCC4)N. Drug 1: C1=CC(=CC=C1CCCC(=O)O)N(CCCl)CCCl. (6) Drug 1: C1CCC(C1)C(CC#N)N2C=C(C=N2)C3=C4C=CNC4=NC=N3. Drug 2: CC1=C(N=C(N=C1N)C(CC(=O)N)NCC(C(=O)N)N)C(=O)NC(C(C2=CN=CN2)OC3C(C(C(C(O3)CO)O)O)OC4C(C(C(C(O4)CO)O)OC(=O)N)O)C(=O)NC(C)C(C(C)C(=O)NC(C(C)O)C(=O)NCCC5=NC(=CS5)C6=NC(=CS6)C(=O)NCCC[S+](C)C)O. Cell line: IGROV1. Synergy scores: CSS=7.71, Synergy_ZIP=-5.22, Synergy_Bliss=-4.66, Synergy_Loewe=-3.67, Synergy_HSA=-2.08. (7) Drug 1: C1C(C(OC1N2C=NC3=C2NC=NCC3O)CO)O. Drug 2: C1C(C(OC1N2C=NC(=NC2=O)N)CO)O. Cell line: M14. Synergy scores: CSS=-4.95, Synergy_ZIP=2.56, Synergy_Bliss=-1.77, Synergy_Loewe=-2.76, Synergy_HSA=-4.90. (8) Drug 1: CC12CCC3C(C1CCC2=O)CC(=C)C4=CC(=O)C=CC34C. Drug 2: C1C(C(OC1N2C=NC(=NC2=O)N)CO)O. Cell line: MDA-MB-231. Synergy scores: CSS=62.1, Synergy_ZIP=-1.48, Synergy_Bliss=-0.489, Synergy_Loewe=0.364, Synergy_HSA=0.579.